The task is: Regression. Given a peptide amino acid sequence and an MHC pseudo amino acid sequence, predict their binding affinity value. This is MHC class I binding data.. This data is from Peptide-MHC class I binding affinity with 185,985 pairs from IEDB/IMGT. The peptide sequence is RVQFIPGQR. The MHC is HLA-A02:01 with pseudo-sequence HLA-A02:01. The binding affinity (normalized) is 0.502.